Dataset: Peptide-MHC class II binding affinity with 134,281 pairs from IEDB. Task: Regression. Given a peptide amino acid sequence and an MHC pseudo amino acid sequence, predict their binding affinity value. This is MHC class II binding data. (1) The peptide sequence is VFLGSAYGIPKVPPG. The MHC is DRB1_0701 with pseudo-sequence DRB1_0701. The binding affinity (normalized) is 0.358. (2) The peptide sequence is KLKIQNVIIDECYGA. The MHC is HLA-DQA10101-DQB10501 with pseudo-sequence HLA-DQA10101-DQB10501. The binding affinity (normalized) is 0.280.